Dataset: Forward reaction prediction with 1.9M reactions from USPTO patents (1976-2016). Task: Predict the product of the given reaction. (1) Given the reactants [CH2:1]([N:4]([C:10]1[C:15](Br)=[CH:14][N:13]=[C:12]([Cl:17])[N:11]=1)[CH:5]([CH2:8][CH3:9])[CH2:6][CH3:7])[CH:2]=[CH2:3].C1C=CC(P(C2C=CC=CC=2)C2C=CC=CC=2)=CC=1.C(N(CC)CC)C, predict the reaction product. The product is: [Cl:17][C:12]1[N:13]=[CH:14][C:15]2[C:2]([CH3:3])=[CH:1][N:4]([CH:5]([CH2:8][CH3:9])[CH2:6][CH3:7])[C:10]=2[N:11]=1. (2) Given the reactants [CH3:1][C@H:2]1[N:7]([C:8]([O:10][C:11]([CH3:14])([CH3:13])[CH3:12])=[O:9])[CH2:6][C@H:5]([C:15](OC)=[O:16])[CH2:4][CH2:3]1.CC(C[AlH]CC(C)C)C, predict the reaction product. The product is: [OH:16][CH2:15][C@H:5]1[CH2:6][N:7]([C:8]([O:10][C:11]([CH3:14])([CH3:13])[CH3:12])=[O:9])[C@H:2]([CH3:1])[CH2:3][CH2:4]1. (3) Given the reactants C([O:3][C:4]([CH:6]1[CH2:11][CH2:10][CH:9]([N:12]2[CH2:18][CH2:17][CH2:16][C@H:15]([N:19]([CH2:26][C:27]3[CH:32]=[C:31]([C:33]([F:36])([F:35])[F:34])[CH:30]=[C:29]([C:37]([F:40])([F:39])[F:38])[CH:28]=3)[C:20]3[N:21]=[N:22][N:23]([CH3:25])[N:24]=3)[C:14]3[CH:41]=[C:42]([CH3:49])[C:43]([C:45]([F:48])([F:47])[F:46])=[CH:44][C:13]2=3)[CH2:8][CH2:7]1)=[O:5])C.[OH-].[Na+].Cl, predict the reaction product. The product is: [F:35][C:33]([F:34])([F:36])[C:31]1[CH:32]=[C:27]([CH:28]=[C:29]([C:37]([F:40])([F:38])[F:39])[CH:30]=1)[CH2:26][N:19]([C:20]1[N:21]=[N:22][N:23]([CH3:25])[N:24]=1)[C@H:15]1[CH2:16][CH2:17][CH2:18][N:12]([CH:9]2[CH2:10][CH2:11][CH:6]([C:4]([OH:5])=[O:3])[CH2:7][CH2:8]2)[C:13]2[CH:44]=[C:43]([C:45]([F:46])([F:47])[F:48])[C:42]([CH3:49])=[CH:41][C:14]1=2. (4) The product is: [N:12]1[CH:11]=[CH:10][C:9]([NH:8][C:7]2[C:6](=[O:15])[C:5](=[O:16])[C:4]=2[NH:30][CH2:29][CH2:28][CH2:27][CH2:26][CH2:25][CH2:24][O:23][C:19]2[CH:18]=[N:17][CH:22]=[CH:21][CH:20]=2)=[CH:14][CH:13]=1. Given the reactants C(O[C:4]1[C:5](=[O:16])[C:6](=[O:15])[C:7]=1[NH:8][C:9]1[CH:14]=[CH:13][N:12]=[CH:11][CH:10]=1)C.[N:17]1[CH:22]=[CH:21][CH:20]=[C:19]([O:23][CH2:24][CH2:25][CH2:26][CH2:27][CH2:28][CH2:29][NH2:30])[CH:18]=1, predict the reaction product.